This data is from Full USPTO retrosynthesis dataset with 1.9M reactions from patents (1976-2016). The task is: Predict the reactants needed to synthesize the given product. (1) Given the product [Br:1][C:2]1[CH:3]=[C:4]2[CH:9]=[CH:10][NH:8][C:5]2=[N:6][CH:7]=1, predict the reactants needed to synthesize it. The reactants are: [Br:1][C:2]1[CH:3]=[C:4]([C:9]#[C:10][Si](C)(C)C)[C:5]([NH2:8])=[N:6][CH:7]=1.CC([O-])(C)C.[K+].CCOC(C)=O.Cl. (2) Given the product [NH2:1][C:2]1[C:10]2[C:9]([C:11]3[CH:16]=[CH:15][CH:14]=[C:13]([OH:17])[C:12]=3[F:19])=[N:8][C:7]([NH:26][C@@H:27]([CH2:30][CH3:31])[CH2:28][OH:29])=[N:6][C:5]=2[S:4][C:3]=1[C:23]([NH2:25])=[O:24], predict the reactants needed to synthesize it. The reactants are: [NH2:1][C:2]1[C:10]2[C:9]([C:11]3[CH:16]=[CH:15][CH:14]=[C:13]([O:17]C)[C:12]=3[F:19])=[N:8][C:7](S(C)=O)=[N:6][C:5]=2[S:4][C:3]=1[C:23]([NH2:25])=[O:24].[NH2:26][C@@H:27]([CH2:30][CH3:31])[CH2:28][OH:29].O. (3) Given the product [CH2:30]([S:32]([NH:35][C:21](=[O:22])[CH2:20][C:12]1[CH:13]=[C:14]([C:16]([F:19])([F:18])[F:17])[CH:15]=[C:10]([O:9][C:8]2[CH:24]=[CH:25][C:5]([S:2]([CH3:1])(=[O:3])=[O:4])=[CH:6][C:7]=2[C:26]([F:27])([F:28])[F:29])[CH:11]=1)(=[O:34])=[O:33])[CH3:31], predict the reactants needed to synthesize it. The reactants are: [CH3:1][S:2]([C:5]1[CH:25]=[CH:24][C:8]([O:9][C:10]2[CH:11]=[C:12]([CH2:20][C:21](O)=[O:22])[CH:13]=[C:14]([C:16]([F:19])([F:18])[F:17])[CH:15]=2)=[C:7]([C:26]([F:29])([F:28])[F:27])[CH:6]=1)(=[O:4])=[O:3].[CH2:30]([S:32]([NH2:35])(=[O:34])=[O:33])[CH3:31]. (4) Given the product [CH3:11][CH:10]([CH3:12])[C@@H:9]([NH:8][C:2]1[CH:3]=[N:4][CH:5]=[N:6][CH:7]=1)[C:13]([OH:15])=[O:14], predict the reactants needed to synthesize it. The reactants are: Br[C:2]1[CH:3]=[N:4][CH:5]=[N:6][CH:7]=1.[NH2:8][C@@H:9]([C:13]([OH:15])=[O:14])[CH:10]([CH3:12])[CH3:11].CN(CCO)C.[O-]P([O-])([O-])=O.[K+].[K+].[K+].Cl.C(O)(C(F)(F)F)=O.